Task: Predict the reaction yield, written as a fraction of the theoretical maximum amount of product (1.0 means a 100% yield; for example, 0.34 means a 34% yield).. Dataset: Reaction yield outcomes from USPTO patents with 853,638 reactions (1) The reactants are [C:1]([C:3]1[CH:8]=[CH:7][C:6]([C:9]2[C:18]3[C:13](=[CH:14][C:15]([S:19](OC4C(F)=C(F)C(F)=C(F)C=4F)(=[O:21])=[O:20])=[CH:16][CH:17]=3)[CH:12]=[CH:11][N:10]=2)=[C:5]([O:34][CH3:35])[CH:4]=1)#[N:2].[S:36]1[CH:40]=[CH:39][N:38]=[C:37]1[NH2:41].C1COCC1.C[Si]([N-][Si](C)(C)C)(C)C.[Li+]. The catalyst is C(Cl)Cl. The product is [C:1]([C:3]1[CH:8]=[CH:7][C:6]([C:9]2[C:18]3[C:13](=[CH:14][C:15]([S:19]([NH:41][C:37]4[S:36][CH:40]=[CH:39][N:38]=4)(=[O:20])=[O:21])=[CH:16][CH:17]=3)[CH:12]=[CH:11][N:10]=2)=[C:5]([O:34][CH3:35])[CH:4]=1)#[N:2]. The yield is 1.01. (2) The reactants are C([O:3][CH2:4][CH2:5][N:6]1[C:10]2[C:11]([F:16])=[C:12]([Cl:15])[CH:13]=[CH:14][C:9]=2[N:8]=[CH:7]1)=O. The catalyst is CO.C(N(CC)CC)C. The product is [Cl:15][C:12]1[CH:13]=[CH:14][C:9]2[N:8]=[CH:7][N:6]([CH2:5][CH2:4][OH:3])[C:10]=2[C:11]=1[F:16]. The yield is 0.980. (3) The reactants are [OH:1][CH2:2][CH2:3][NH:4][C:5]([C@@H:7]1[CH2:12][O:11][CH2:10][CH2:9][N:8]1C(OC(C)(C)C)=O)=[O:6].[ClH:20].[C:21](O)(=[O:23])[CH3:22]. The catalyst is CCOC(C)=O. The product is [ClH:20].[C:21]([O:1][CH2:2][CH2:3][NH:4][C:5]([C@@H:7]1[CH2:12][O:11][CH2:10][CH2:9][NH:8]1)=[O:6])(=[O:23])[CH3:22]. The yield is 0.700. (4) The reactants are [Br:1][C:2]1[CH:3]=[C:4]2[C:9](=[CH:10][CH:11]=1)[NH:8][C:7](=[O:12])[CH2:6][CH2:5]2.[CH3:13]C(C)([O-])C.[K+].CI.Cl. The catalyst is CN(C=O)C.CCOC(C)=O. The product is [Br:1][C:2]1[CH:3]=[C:4]2[C:9](=[CH:10][CH:11]=1)[N:8]([CH3:13])[C:7](=[O:12])[CH2:6][CH2:5]2. The yield is 0.800. (5) The reactants are [Cl:1][C:2]1[CH:7]=[CH:6][CH:5]=[CH:4][C:3]=1[CH2:8][C:9]#[N:10].[N+:11]([O-])([OH:13])=[O:12]. The catalyst is ClCCl.OS(O)(=O)=O. The product is [Cl:1][C:2]1[CH:7]=[CH:6][C:5]([N+:11]([O-:13])=[O:12])=[CH:4][C:3]=1[CH2:8][C:9]#[N:10]. The yield is 0.690. (6) The reactants are [CH:1]1([CH2:7][N:8]2[CH2:13][CH2:12][NH:11][CH2:10][CH2:9]2)[CH2:6][CH2:5][CH2:4][CH2:3][CH2:2]1.Cl[C:15]1[C:24]([CH:25]=[O:26])=[CH:23][C:22]2[C:17](=[CH:18][CH:19]=[CH:20][CH:21]=2)[N:16]=1.C(=O)([O-])[O-].[K+].[K+]. The catalyst is CN(C=O)C.O. The product is [CH:1]1([CH2:7][N:8]2[CH2:9][CH2:10][N:11]([C:15]3[C:24]([CH:25]=[O:26])=[CH:23][C:22]4[C:17](=[CH:18][CH:19]=[CH:20][CH:21]=4)[N:16]=3)[CH2:12][CH2:13]2)[CH2:2][CH2:3][CH2:4][CH2:5][CH2:6]1. The yield is 0.860. (7) The reactants are [Br:1][C:2]1[C:23]([O:24][CH3:25])=[CH:22][C:5]2[N:6]([CH2:9][C:10]3[CH:21]=[CH:20][C:13]4[N:14]=[C:15](S(C)=O)[S:16][C:12]=4[CH:11]=3)[CH:7]=[N:8][C:4]=2[CH:3]=1.[NH2:26][C@@H:27]1[CH2:32][CH2:31][CH2:30][CH2:29][C@H:28]1[OH:33].CCN(C(C)C)C(C)C.O. The catalyst is CC(N(C)C)=O. The product is [Br:1][C:2]1[C:23]([O:24][CH3:25])=[CH:22][C:5]2[N:6]([CH2:9][C:10]3[CH:21]=[CH:20][C:13]4[N:14]=[C:15]([NH:26][C@@H:27]5[CH2:32][CH2:31][CH2:30][CH2:29][C@H:28]5[OH:33])[S:16][C:12]=4[CH:11]=3)[CH:7]=[N:8][C:4]=2[CH:3]=1. The yield is 0.800. (8) The product is [CH2:1]([O:3][C:4]([C:6]12[CH2:8][CH:7]1[CH:9]=[CH:10][CH2:53][CH2:52][CH2:51][CH2:50][CH2:49][N:40]([NH:41][C:42]([O:44][C:45]([CH3:47])([CH3:48])[CH3:46])=[O:43])[C:38](=[O:39])[N:15]1[CH:14]([CH2:18][CH:17]([O:19][C:20]3[C:29]4[C:24](=[CH:25][C:26]([O:30][CH3:31])=[CH:27][CH:28]=4)[N:23]=[C:22]([C:32]4[CH:33]=[CH:34][CH:35]=[CH:36][CH:37]=4)[CH:21]=3)[CH2:16]1)[C:12](=[O:13])[NH:11]2)=[O:5])[CH3:2]. The yield is 0.200. The reactants are [CH2:1]([O:3][C:4]([C:6]1([NH:11][C:12]([CH:14]2[CH2:18][CH:17]([O:19][C:20]3[C:29]4[C:24](=[CH:25][C:26]([O:30][CH3:31])=[CH:27][CH:28]=4)[N:23]=[C:22]([C:32]4[CH:37]=[CH:36][CH:35]=[CH:34][CH:33]=4)[CH:21]=3)[CH2:16][N:15]2[C:38]([N:40]([CH2:49][CH2:50][CH2:51][CH2:52][CH2:53]C=C)[NH:41][C:42]([O:44][C:45]([CH3:48])([CH3:47])[CH3:46])=[O:43])=[O:39])=[O:13])[CH2:8][CH:7]1[CH:9]=[CH2:10])=[O:5])[CH3:2]. The catalyst is ClCCl.CC1C=C(C)C(N2C(=[Ru](Cl)(Cl)=CC3C=CC=CC=3OC(C)C)N(C3C(C)=CC(C)=CC=3C)CC2)=C(C)C=1. (9) The reactants are [Cl:1][C:2]1[C:3]([CH3:21])=[C:4]([S:8]([NH:11][C:12]2[S:13][C:14]([CH2:17][C:18]([OH:20])=O)=[CH:15][N:16]=2)(=[O:10])=[O:9])[CH:5]=[CH:6][CH:7]=1.CCN=C=NCCCN(C)C.C(N(CC)CC)C.[CH:40]([NH:43][CH:44]([CH3:46])[CH3:45])([CH3:42])[CH3:41]. The catalyst is C(Cl)Cl.CN(C=O)C.CN(C1C=CN=CC=1)C. The product is [Cl:1][C:2]1[C:3]([CH3:21])=[C:4]([S:8]([NH:11][C:12]2[S:13][C:14]([CH2:17][C:18]([N:43]([CH:44]([CH3:46])[CH3:45])[CH:40]([CH3:42])[CH3:41])=[O:20])=[CH:15][N:16]=2)(=[O:9])=[O:10])[CH:5]=[CH:6][CH:7]=1. The yield is 0.0900.